The task is: Predict the reactants needed to synthesize the given product.. This data is from Full USPTO retrosynthesis dataset with 1.9M reactions from patents (1976-2016). (1) Given the product [C:1]([N:4]1[CH2:8][CH2:9][O:10][C:19](=[O:21])[O:7][CH2:6][CH2:5]1)(=[O:3])[CH3:2], predict the reactants needed to synthesize it. The reactants are: [C:1]([N:4]([CH2:8][CH2:9][OH:10])[CH2:5][CH2:6][OH:7])(=[O:3])[CH3:2].C(N(CC)CC)C.Cl[C:19](Cl)([O:21]C(=O)OC(Cl)(Cl)Cl)Cl. (2) Given the product [NH2:27][CH:16]([CH2:15][C:11]1[CH:12]=[CH:13][CH:14]=[C:9]([O:8][CH2:1][C:2]2[CH:3]=[CH:4][CH:5]=[CH:6][CH:7]=2)[CH:10]=1)[C:17]([O:19][CH2:20][C:21]1[CH:22]=[CH:23][CH:24]=[CH:25][CH:26]=1)=[O:18], predict the reactants needed to synthesize it. The reactants are: [CH2:1]([O:8][C:9]1[CH:10]=[C:11]([CH2:15][CH:16]([NH:27]C(OC(C)(C)C)=O)[C:17]([O:19][CH2:20][C:21]2[CH:26]=[CH:25][CH:24]=[CH:23][CH:22]=2)=[O:18])[CH:12]=[CH:13][CH:14]=1)[C:2]1[CH:7]=[CH:6][CH:5]=[CH:4][CH:3]=1.C(O)(C(F)(F)F)=O. (3) Given the product [CH2:1]([C@H:3]1[CH2:4][NH:5][CH2:6][C@H:7]1[C:8]1[N:13]2[C:14]3[CH:20]=[CH:19][N:18]([S:21]([C:24]4[CH:30]=[CH:29][C:27]([CH3:28])=[CH:26][CH:25]=4)(=[O:23])=[O:22])[C:15]=3[N:16]=[CH:17][C:12]2=[N:11][N:10]=1)[CH3:2], predict the reactants needed to synthesize it. The reactants are: [CH2:1]([C@H:3]1[C@@H:7]([C:8]([NH:10][NH:11][C:12]2[N:13]=[C:14]3[CH:20]=[CH:19][N:18]([S:21]([C:24]4[CH:30]=[CH:29][C:27]([CH3:28])=[CH:26][CH:25]=4)(=[O:23])=[O:22])[C:15]3=[N:16][CH:17]=2)=O)[CH2:6][N:5](C(OC(C)(C)C)=O)[CH2:4]1)[CH3:2].S(Cl)(Cl)=O.Cl.CCOCC.